The task is: Predict the product of the given reaction.. This data is from Forward reaction prediction with 1.9M reactions from USPTO patents (1976-2016). (1) Given the reactants [Br:1][C:2]1[CH:3]=[N:4][CH:5]=[C:6]([CH:31]=1)[C:7]([NH:9][CH:10]([C:12]1[N:17]=[N:16][C:15]([NH:18][C:19]2[CH:24]=[C:23]([O:25][CH3:26])[C:22]([O:27][CH3:28])=[C:21]([O:29][CH3:30])[CH:20]=2)=[N:14][CH:13]=1)[CH3:11])=O.N1C=NC=N1.P(Cl)(Cl)(Cl)=O, predict the reaction product. The product is: [Br:1][C:2]1[CH:31]=[C:6]([C:7]2[N:17]3[C:12]([CH:13]=[N:14][C:15]([NH:18][C:19]4[CH:24]=[C:23]([O:25][CH3:26])[C:22]([O:27][CH3:28])=[C:21]([O:29][CH3:30])[CH:20]=4)=[N:16]3)=[C:10]([CH3:11])[N:9]=2)[CH:5]=[N:4][CH:3]=1. (2) Given the reactants [F:1][C:2]([F:13])([F:12])[C:3]1[CH:11]=[CH:10][C:6]([C:7](Cl)=[O:8])=[CH:5][CH:4]=1.[NH2:14][C:15]([CH3:29])([CH2:18][N:19]1[CH:28]=[C:22]2[N:23]=[CH:24][C:25]([Br:27])=[CH:26][C:21]2=[N:20]1)[C:16]#[N:17], predict the reaction product. The product is: [Br:27][C:25]1[CH:24]=[N:23][C:22]2=[CH:28][N:19]([CH2:18][C:15]([NH:14][C:7](=[O:8])[C:6]3[CH:10]=[CH:11][C:3]([C:2]([F:13])([F:12])[F:1])=[CH:4][CH:5]=3)([C:16]#[N:17])[CH3:29])[N:20]=[C:21]2[CH:26]=1. (3) Given the reactants [NH2:1][C:2]1[N:7]=[CH:6][C:5]([C:8]#[C:9][C:10]2[C:11]([CH2:26][CH3:27])=[N:12][CH:13]=[CH:14][C:15]=2[C:16]2[CH:24]=[CH:23][C:19]([C:20](O)=[O:21])=[C:18]([F:25])[CH:17]=2)=[CH:4][CH:3]=1.[NH:28]1[CH2:33][CH2:32][NH:31][CH2:30][CH2:29]1.CN(C(ON1N=NC2C=CC=NC1=2)=[N+](C)C)C.F[P-](F)(F)(F)(F)F.CCN(C(C)C)C(C)C, predict the reaction product. The product is: [NH2:1][C:2]1[N:7]=[CH:6][C:5]([C:8]#[C:9][C:10]2[C:11]([CH2:26][CH3:27])=[N:12][CH:13]=[CH:14][C:15]=2[C:16]2[CH:24]=[CH:23][C:19]([C:20]([N:28]3[CH2:33][CH2:32][NH:31][CH2:30][CH2:29]3)=[O:21])=[C:18]([F:25])[CH:17]=2)=[CH:4][CH:3]=1.